Predict the reactants needed to synthesize the given product. From a dataset of Full USPTO retrosynthesis dataset with 1.9M reactions from patents (1976-2016). (1) Given the product [NH2:2][C:1](=[S:32])[CH2:3][CH2:4][C:5]1[CH:6]=[C:7]([C:15]2[N:16]=[C:17]([CH2:20][N:21]3[CH:25]=[C:24]([C:26]([O:28][CH2:29][CH3:30])=[O:27])[CH:23]=[N:22]3)[S:18][CH:19]=2)[CH:8]=[C:9]([C:11]([F:12])([F:13])[F:14])[CH:10]=1, predict the reactants needed to synthesize it. The reactants are: [C:1]([CH2:3][CH2:4][C:5]1[CH:6]=[C:7]([C:15]2[N:16]=[C:17]([CH2:20][N:21]3[CH:25]=[C:24]([C:26]([O:28][CH2:29][CH3:30])=[O:27])[CH:23]=[N:22]3)[S:18][CH:19]=2)[CH:8]=[C:9]([C:11]([F:14])([F:13])[F:12])[CH:10]=1)#[N:2].P([S-])(OCC)(OCC)=[S:32].C(=O)([O-])O.[Na+]. (2) Given the product [CH2:1]([O:8][C:9](=[O:10])[NH:11][CH2:12][C:13]1[N:42]([C:41]2[CH:43]=[CH:44][C:38]([F:37])=[CH:39][CH:40]=2)[C:18](=[O:20])[C:17]2[C:16](=[CH:24][CH:23]=[CH:22][CH:21]=2)[N:15]=1)[C:2]1[CH:3]=[CH:4][CH:5]=[CH:6][CH:7]=1, predict the reactants needed to synthesize it. The reactants are: [CH2:1]([O:8][C:9]([NH:11][CH2:12][C:13]([NH:15][C:16]1[CH:24]=[CH:23][CH:22]=[CH:21][C:17]=1[C:18]([OH:20])=O)=O)=[O:10])[C:2]1[CH:7]=[CH:6][CH:5]=[CH:4][CH:3]=1.C(N1C=CN=C1)(N1C=CN=C1)=O.[F:37][C:38]1[CH:44]=[CH:43][C:41]([NH2:42])=[CH:40][CH:39]=1.C(OCC)(=O)C. (3) Given the product [C:1]([O:5][C:6](=[O:15])[NH:7][CH2:8][CH2:9][C:10]1[N:11]=[CH:12][N:13]([CH3:18])[CH:14]=1)([CH3:4])([CH3:2])[CH3:3], predict the reactants needed to synthesize it. The reactants are: [C:1]([O:5][C:6](=[O:15])[NH:7][CH2:8][CH2:9][C:10]1[N:11]=[CH:12][NH:13][CH:14]=1)([CH3:4])([CH3:3])[CH3:2].[H-].[Na+].[CH3:18]I. (4) Given the product [Br:1][C:2]1[CH:8]=[C:7]([Cl:9])[CH:6]=[C:5]([F:10])[C:3]=1[NH:4][C:11](=[O:12])[O:13][C:14]([CH3:17])([CH3:16])[CH3:15], predict the reactants needed to synthesize it. The reactants are: [Br:1][C:2]1[CH:8]=[C:7]([Cl:9])[CH:6]=[C:5]([F:10])[C:3]=1[NH2:4].[C:11](O[C:11]([O:13][C:14]([CH3:17])([CH3:16])[CH3:15])=[O:12])([O:13][C:14]([CH3:17])([CH3:16])[CH3:15])=[O:12].C(OCC)(=O)C.Cl. (5) Given the product [CH3:1][O:2][C:3]1[N:8]=[C:7]([CH2:9][OH:10])[CH:6]=[C:5]([CH3:13])[N:4]=1, predict the reactants needed to synthesize it. The reactants are: [CH3:1][O:2][C:3]1[N:8]=[C:7]([C:9](OC)=[O:10])[CH:6]=[C:5]([CH3:13])[N:4]=1.CC(C[AlH]CC(C)C)C. (6) Given the product [Cl:1][C:2]1[N:10]=[C:9]2[C:5]([N:6]=[CH:7][N:8]2[CH:24]2[CH2:25][CH2:26][CH2:27][CH2:28][O:23]2)=[C:4]([Cl:11])[N:3]=1, predict the reactants needed to synthesize it. The reactants are: [Cl:1][C:2]1[N:10]=[C:9]2[C:5]([NH:6][CH:7]=[N:8]2)=[C:4]([Cl:11])[N:3]=1.C1(C)C=CC(S(O)(=O)=O)=CC=1.[O:23]1[CH:28]=[CH:27][CH2:26][CH2:25][CH2:24]1.[OH-].N.